Dataset: Catalyst prediction with 721,799 reactions and 888 catalyst types from USPTO. Task: Predict which catalyst facilitates the given reaction. The catalyst class is: 1. Reactant: [S:1]1[CH:5]=[CH:4][C:3]2[CH:6]=[CH:7][CH:8]=[CH:9][C:2]1=2.C([Li])(C)(C)C.CCCCC.[CH2:20]([C:27]1([N:34]([CH3:36])[CH3:35])[CH2:32][CH2:31][C:30](=[O:33])[CH2:29][CH2:28]1)[C:21]1[CH:26]=[CH:25][CH:24]=[CH:23][CH:22]=1. Product: [S:1]1[C:5]([C:30]2([OH:33])[CH2:31][CH2:32][C:27]([CH2:20][C:21]3[CH:22]=[CH:23][CH:24]=[CH:25][CH:26]=3)([N:34]([CH3:36])[CH3:35])[CH2:28][CH2:29]2)=[CH:4][C:3]2[CH:6]=[CH:7][CH:8]=[CH:9][C:2]1=2.